Task: Predict the reaction yield, written as a fraction of the theoretical maximum amount of product (1.0 means a 100% yield; for example, 0.34 means a 34% yield).. Dataset: Reaction yield outcomes from USPTO patents with 853,638 reactions (1) The reactants are [N:1]([CH2:4][CH2:5][CH2:6][CH2:7][CH2:8][NH2:9])=[N+:2]=[N-:3].[CH3:10][C:11]1[C:16]2[O:17][C@@:18]([CH2:22][CH2:23][CH2:24][CH:25]([CH2:27][CH2:28][CH2:29][CH:30]([CH2:32]C(C)C)[CH3:31])[CH3:26])([CH3:21])[CH2:19][CH2:20][C:15]=2[C:14]([CH3:36])=[C:13]([O:37][C:38]([CH2:40][CH2:41][C:42](O)=[O:43])=[O:39])[C:12]=1[CH3:45].CCN([CH:52]([CH3:54])[CH3:53])C(C)C.CN(C(ON1N=N[C:65]2C=CC=C[C:64]1=2)=[N+](C)C)C.F[P-](F)(F)(F)(F)F. The catalyst is C1COCC1. The product is [N:1]([CH2:4][CH2:5][CH2:6][CH2:7][CH2:8][NH:9][C:42](=[O:43])[CH2:41][CH2:40][C:38]([O:37][C:13]1[C:14]([CH3:36])=[C:15]2[C:16](=[C:11]([CH3:10])[C:12]=1[CH3:45])[O:17][C@:18]([CH3:21])([CH2:22][CH2:23][CH2:24][C@H:25]([CH3:26])[CH2:27][CH2:28][CH2:29][C@H:30]([CH3:31])[CH2:32][CH2:64][CH2:65][CH:52]([CH3:53])[CH3:54])[CH2:19][CH2:20]2)=[O:39])=[N+:2]=[N-:3]. The yield is 1.00. (2) The reactants are Br[C:2]1[CH:3]=[N:4][N:5]([CH3:17])[C:6]=1[C:7]1[CH:8]=[C:9]([C:13]([O:15][CH3:16])=[O:14])[S:10][C:11]=1[CH3:12].C(=O)([O-])[O-].[K+].[K+].[CH:24](/B(O)O)=[CH:25]/[CH3:26]. The catalyst is O1CCOCC1.O.CC(C)([P](C(C)(C)C)([Pd][P](C(C)(C)C)(C(C)(C)C)C(C)(C)C)C(C)(C)C)C. The product is [CH3:12][C:11]1[S:10][C:9]([C:13]([O:15][CH3:16])=[O:14])=[CH:8][C:7]=1[C:6]1[N:5]([CH3:17])[N:4]=[CH:3][C:2]=1/[CH:24]=[CH:25]\[CH3:26]. The yield is 0.870. (3) The reactants are [CH2:1]([O:3][CH:4]([C:6]1[CH:14]=[CH:13][C:9]([C:10]([OH:12])=O)=[CH:8][CH:7]=1)[CH3:5])C.CN(C(ON1N=NC2C=CC=NC1=2)=[N+](C)C)C.F[P-](F)(F)(F)(F)F.C(N(CC)CC)C.[NH2:46][CH2:47][C:48]1[C:49]([OH:56])=[N:50][C:51]([CH3:55])=[CH:52][C:53]=1[CH3:54]. The catalyst is ClCCl.O. The product is [OH:56][C:49]1[C:48]([CH2:47][NH:46][C:10](=[O:12])[C:9]2[CH:8]=[CH:7][C:6]([CH:4]([O:3][CH3:1])[CH3:5])=[CH:14][CH:13]=2)=[C:53]([CH3:54])[CH:52]=[C:51]([CH3:55])[N:50]=1. The yield is 0.230. (4) The reactants are CC1(C)OB([C:7]2[CH:8]=[N:9][N:10]([S:12]([CH:15]3[CH2:19][CH2:18][N:17]([C:20]([O:22][C:23]([CH3:26])([CH3:25])[CH3:24])=[O:21])[CH2:16]3)(=[O:14])=[O:13])[CH:11]=2)OC1(C)C.Cl[C:31]1[N:36]=[C:35]([NH:37][C:38]2[N:43]=[CH:42][C:41]3[N:44]=[C:45]([CH3:50])[N:46]([CH:47]([CH3:49])[CH3:48])[C:40]=3[CH:39]=2)[CH:34]=[CH:33][N:32]=1.C(=O)([O-])[O-].[Na+].[Na+].O1CCOCC1. The yield is 0.750. The catalyst is C1C=CC([P]([Pd]([P](C2C=CC=CC=2)(C2C=CC=CC=2)C2C=CC=CC=2)([P](C2C=CC=CC=2)(C2C=CC=CC=2)C2C=CC=CC=2)[P](C2C=CC=CC=2)(C2C=CC=CC=2)C2C=CC=CC=2)(C2C=CC=CC=2)C2C=CC=CC=2)=CC=1.O. The product is [CH3:50][C:45]1[N:46]([CH:47]([CH3:49])[CH3:48])[C:40]2[CH:39]=[C:38]([NH:37][C:35]3[CH:34]=[CH:33][N:32]=[C:31]([C:7]4[CH:8]=[N:9][N:10]([S:12]([CH:15]5[CH2:19][CH2:18][N:17]([C:20]([O:22][C:23]([CH3:26])([CH3:25])[CH3:24])=[O:21])[CH2:16]5)(=[O:14])=[O:13])[CH:11]=4)[N:36]=3)[N:43]=[CH:42][C:41]=2[N:44]=1. (5) The reactants are [OH:1][CH:2]1[CH2:7][CH2:6][NH:5][CH2:4][CH2:3]1.C(Cl)Cl.C1COCC1.[C:16](O[C:16]([O:18][C:19]([CH3:22])([CH3:21])[CH3:20])=[O:17])([O:18][C:19]([CH3:22])([CH3:21])[CH3:20])=[O:17]. The catalyst is CN(C)C1C=CN=CC=1.CCOCC.O. The product is [C:16]([N:5]1[CH2:6][CH2:7][CH:2]([OH:1])[CH2:3][CH2:4]1)([O:18][C:19]([CH3:22])([CH3:21])[CH3:20])=[O:17]. The yield is 0.870. (6) The reactants are [Cl:1][C:2]1[CH:10]=[CH:9][C:5]([C:6](Cl)=[O:7])=[CH:4][N:3]=1.[CH3:11][O:12][C:13]1[CH:18]=[CH:17][C:16]([NH2:19])=[CH:15][CH:14]=1.O. The catalyst is N1C=CC=CC=1. The product is [Cl:1][C:2]1[CH:10]=[CH:9][C:5]([C:6]([NH:19][C:16]2[CH:17]=[CH:18][C:13]([O:12][CH3:11])=[CH:14][CH:15]=2)=[O:7])=[CH:4][N:3]=1. The yield is 0.600. (7) The reactants are [F:1][C:2]1[C:3]([CH:12]([CH3:14])[CH3:13])=[C:4]([C:10]#[N:11])[C:5](=[O:9])[NH:6][C:7]=1[CH3:8]. The catalyst is CO.[Ni]. The product is [NH2:11][CH2:10][C:4]1[C:5](=[O:9])[NH:6][C:7]([CH3:8])=[C:2]([F:1])[C:3]=1[CH:12]([CH3:14])[CH3:13]. The yield is 0.900. (8) The reactants are [Cl:1][C:2]1[CH:7]=[C:6]([F:8])[CH:5]=[CH:4][C:3]=1[OH:9].C(O)(=O)C.[N+:14]([O-])([OH:16])=[O:15]. The catalyst is O. The product is [Cl:1][C:2]1[CH:7]=[C:6]([F:8])[CH:5]=[C:4]([N+:14]([O-:16])=[O:15])[C:3]=1[OH:9]. The yield is 0.830.